This data is from Peptide-MHC class I binding affinity with 185,985 pairs from IEDB/IMGT. The task is: Regression. Given a peptide amino acid sequence and an MHC pseudo amino acid sequence, predict their binding affinity value. This is MHC class I binding data. The peptide sequence is DELWRGLLA. The MHC is HLA-A23:01 with pseudo-sequence HLA-A23:01. The binding affinity (normalized) is 0.0847.